From a dataset of Peptide-MHC class I binding affinity with 185,985 pairs from IEDB/IMGT. Regression. Given a peptide amino acid sequence and an MHC pseudo amino acid sequence, predict their binding affinity value. This is MHC class I binding data. (1) The MHC is HLA-A02:01 with pseudo-sequence HLA-A02:01. The peptide sequence is RVPTVFHKK. The binding affinity (normalized) is 0.0847. (2) The peptide sequence is DHIPIINTL. The MHC is HLA-A68:02 with pseudo-sequence HLA-A68:02. The binding affinity (normalized) is 0.0847. (3) The binding affinity (normalized) is 0. The MHC is HLA-B54:01 with pseudo-sequence HLA-B54:01. The peptide sequence is KTAVQMAVF. (4) The peptide sequence is YQEPPAHGL. The MHC is HLA-A29:02 with pseudo-sequence HLA-A29:02. The binding affinity (normalized) is 0.213. (5) The peptide sequence is TESDMDYHK. The MHC is HLA-A11:01 with pseudo-sequence HLA-A11:01. The binding affinity (normalized) is 0. (6) The peptide sequence is KNSKFKNFR. The MHC is HLA-A03:01 with pseudo-sequence HLA-A03:01. The binding affinity (normalized) is 0.0925.